This data is from Full USPTO retrosynthesis dataset with 1.9M reactions from patents (1976-2016). The task is: Predict the reactants needed to synthesize the given product. (1) Given the product [NH:47]1[C:5]2[C:6](=[CH:7][C:2]([CH2:1][NH:8][CH:36]([CH:38]3[CH2:39][CH2:40]3)[CH3:37])=[CH:3][CH:4]=2)[CH:45]=[CH:46]1, predict the reactants needed to synthesize it. The reactants are: [CH2:1]([N:8]([CH:36]([CH:38]1[CH2:40][CH2:39]1)[CH3:37])C(=O)CN1C(=O)[C@]2(C3C(=CC(NC(C4C=NOC=4C)=O)=CC=3)CC2)NC1=O)[C:2]1[CH:7]=[CH:6][CH:5]=[CH:4][CH:3]=1.OC1[N:47]=[C:46]2CCC(=O)[C:45]2=CC=1.C([O-])([O-])=O.[K+].[K+]. (2) The reactants are: [CH2:1]([O:3][C:4]([CH:6]1[CH:11]2[CH:7]1[CH2:8][CH2:9][C:10]2=[O:12])=[O:5])[CH3:2].CCN(CC)CC.O([Si:28]([C:31]([CH3:34])([CH3:33])[CH3:32])([CH3:30])[CH3:29])S(C(F)(F)F)(=O)=O. Given the product [CH2:1]([O:3][C:4]([CH:6]1[CH:11]2[CH:7]1[CH2:8][CH:9]=[C:10]2[O:12][Si:28]([C:31]([CH3:34])([CH3:33])[CH3:32])([CH3:30])[CH3:29])=[O:5])[CH3:2], predict the reactants needed to synthesize it.